This data is from Reaction yield outcomes from USPTO patents with 853,638 reactions. The task is: Predict the reaction yield, written as a fraction of the theoretical maximum amount of product (1.0 means a 100% yield; for example, 0.34 means a 34% yield). (1) The reactants are [Cl:1][C:2]1[CH:10]=[CH:9][C:5]([C:6]([OH:8])=O)=[C:4]([N+:11]([O-:13])=[O:12])[CH:3]=1.[CH3:14][O:15][C:16]1[CH:21]=[CH:20][C:19]([NH2:22])=[CH:18][CH:17]=1. No catalyst specified. The product is [Cl:1][C:2]1[CH:10]=[CH:9][C:5]([C:6]([NH:22][C:19]2[CH:20]=[CH:21][C:16]([O:15][CH3:14])=[CH:17][CH:18]=2)=[O:8])=[C:4]([N+:11]([O-:13])=[O:12])[CH:3]=1. The yield is 0.900. (2) The reactants are [NH2:1][C@H:2]1[CH2:7][CH2:6][C@H:5]([NH:8][C:9]2[N:18]=[CH:17][C:16]3[C:11](=[CH:12][C:13]([C:19]([NH:21][CH2:22][C:23]4[CH:28]=[CH:27][CH:26]=[CH:25][CH:24]=4)=[O:20])=[CH:14][CH:15]=3)[N:10]=2)[CH2:4][CH2:3]1.[CH:29]1([S:32](Cl)(=[O:34])=[O:33])[CH2:31][CH2:30]1.C(N(CC)CC)C.ClC(Cl)C.C(COC)OC. No catalyst specified. The product is [CH2:22]([NH:21][C:19]([C:13]1[CH:12]=[C:11]2[C:16]([CH:17]=[N:18][C:9]([NH:8][C@H:5]3[CH2:4][CH2:3][C@H:2]([NH:1][S:32]([CH:29]4[CH2:31][CH2:30]4)(=[O:34])=[O:33])[CH2:7][CH2:6]3)=[N:10]2)=[CH:15][CH:14]=1)=[O:20])[C:23]1[CH:24]=[CH:25][CH:26]=[CH:27][CH:28]=1. The yield is 0.102. (3) The reactants are CN(C)[CH2:3][CH2:4][C:5]([C:7]1[CH:12]=[CH:11][CH:10]=[C:9]([F:13])[CH:8]=1)=[O:6].[Br:15][C:16]1[CH:21]=[CH:20][C:19]([C@@H:22]([NH2:24])[CH3:23])=[CH:18][CH:17]=1. The catalyst is CCO.O. The product is [Br:15][C:16]1[CH:21]=[CH:20][C:19]([C@@H:22]([NH:24][CH2:3][CH2:4][C:5]([C:7]2[CH:12]=[CH:11][CH:10]=[C:9]([F:13])[CH:8]=2)=[O:6])[CH3:23])=[CH:18][CH:17]=1. The yield is 0.200. (4) The reactants are O([C:3]1[CH:4]=[CH:5][C:6]2[N:10]=[N:9][N:8]([CH2:11][CH2:12][CH2:13][CH2:14]Cl)[C:7]=2[CH:16]=1)C.[F:17][C:18]([F:32])([F:31])[C:19]1[CH:20]=[C:21]([CH:25]2[CH2:30][CH2:29]CN[CH2:26]2)[CH:22]=[CH:23][CH:24]=1.[CH:33]([N:36](C(C)C)CC)(C)C.[I-].[K+]. The catalyst is C(#N)C. The product is [N:8]1([CH2:11][CH2:12][CH2:13][CH2:14][N:36]2[CH2:33][CH2:26][CH:25]([C:21]3[CH:22]=[CH:23][CH:24]=[C:19]([C:18]([F:17])([F:31])[F:32])[CH:20]=3)[CH2:30][CH2:29]2)[C:7]2[CH:16]=[CH:3][CH:4]=[CH:5][C:6]=2[N:10]=[N:9]1. The yield is 0.646. (5) The reactants are [CH3:1][C:2]1([CH3:20])[CH2:6][C:5]2[C:7]([CH3:19])=[C:8]([N:13]3[CH2:18][CH2:17][NH:16][CH2:15][CH2:14]3)[C:9]([CH3:12])=[C:10]([CH3:11])[C:4]=2[O:3]1.Br[C:22]1[CH:27]=[CH:26][C:25]([O:28][C:29]([F:32])([F:31])[F:30])=[CH:24][CH:23]=1. No catalyst specified. The product is [CH3:1][C:2]1([CH3:20])[CH2:6][C:5]2[C:7]([CH3:19])=[C:8]([N:13]3[CH2:14][CH2:15][N:16]([C:22]4[CH:23]=[CH:24][C:25]([O:28][C:29]([F:30])([F:31])[F:32])=[CH:26][CH:27]=4)[CH2:17][CH2:18]3)[C:9]([CH3:12])=[C:10]([CH3:11])[C:4]=2[O:3]1. The yield is 0.510. (6) The reactants are [C:1]([O:5][C:6]([NH:8]/[CH:9]=[C:10](/[F:14])\[CH2:11][CH2:12]O)=[O:7])([CH3:4])([CH3:3])[CH3:2].C(Br)(Br)(Br)[Br:16].C1C=CC(P(C2C=CC=CC=2)C2C=CC=CC=2)=CC=1. The catalyst is ClCCl. The product is [C:1]([O:5][C:6]([NH:8]/[CH:9]=[C:10](/[F:14])\[CH2:11][CH2:12][Br:16])=[O:7])([CH3:4])([CH3:3])[CH3:2]. The yield is 0.690. (7) The reactants are [CH3:1][S:2]([C:5]1[CH:10]=[CH:9][C:8](B(O)O)=[CH:7][CH:6]=1)(=[O:4])=[O:3].Br[C:15]1[N:20]=[C:19]([C:21]([O:23][CH3:24])=[O:22])[C:18]([O:25][CH2:26][CH:27]2[CH2:32][CH2:31][N:30]([C:33]([O:35][CH:36]([CH3:38])[CH3:37])=[O:34])[CH2:29][CH2:28]2)=[CH:17][CH:16]=1.C([O-])([O-])=O.[Na+].[Na+]. The catalyst is Cl[Pd](Cl)([P](C1C=CC=CC=1)(C1C=CC=CC=1)C1C=CC=CC=1)[P](C1C=CC=CC=1)(C1C=CC=CC=1)C1C=CC=CC=1.COCCOC. The product is [CH3:38][CH:36]([O:35][C:33]([N:30]1[CH2:31][CH2:32][CH:27]([CH2:26][O:25][C:18]2[C:19]([C:21]([O:23][CH3:24])=[O:22])=[N:20][C:15]([C:8]3[CH:9]=[CH:10][C:5]([S:2]([CH3:1])(=[O:4])=[O:3])=[CH:6][CH:7]=3)=[CH:16][CH:17]=2)[CH2:28][CH2:29]1)=[O:34])[CH3:37]. The yield is 0.820.